From a dataset of Full USPTO retrosynthesis dataset with 1.9M reactions from patents (1976-2016). Predict the reactants needed to synthesize the given product. (1) Given the product [CH3:1][N:2]1[CH:6]=[C:5]([C:7]2[CH:8]=[CH:9][C:10]3[N:11]([C:13]([S:16][C:18]4[CH:19]=[C:20]5[C:25](=[CH:26][CH:27]=4)[N:24]=[CH:23][CH:22]=[C:21]5[N:28]4[CH2:29][CH2:30][O:31][CH2:32][CH2:33]4)=[N:14][N:15]=3)[CH:12]=2)[CH:4]=[N:3]1, predict the reactants needed to synthesize it. The reactants are: [CH3:1][N:2]1[CH:6]=[C:5]([C:7]2[CH:8]=[CH:9][C:10]3[N:11]([C:13]([SH:16])=[N:14][N:15]=3)[CH:12]=2)[CH:4]=[N:3]1.Br[C:18]1[CH:19]=[C:20]2[C:25](=[CH:26][CH:27]=1)[N:24]=[CH:23][CH:22]=[C:21]2[N:28]1[CH2:33][CH2:32][O:31][CH2:30][CH2:29]1.C1(P(C2C=CC=CC=2)C2C3OC4C(=CC=CC=4P(C4C=CC=CC=4)C4C=CC=CC=4)C(C)(C)C=3C=CC=2)C=CC=CC=1.C(N(CC)C(C)C)(C)C. (2) Given the product [Br:1][C:2]1[CH:7]=[C:6]([CH:5]=[CH:4][N:3]=1)[C:8]([OH:9])=[O:21], predict the reactants needed to synthesize it. The reactants are: [Br:1][C:2]1[CH:7]=[C:6]([CH3:8])[CH:5]=[CH:4][N:3]=1.[O-:9][Mn](=O)(=O)=O.[K+].N1C=CC=CC=1.[OH2:21]. (3) Given the product [Cl:29][C:6]1[CH:5]=[N:4][CH:3]=[C:2]([Cl:1])[C:7]=1[CH2:8][C:9]([C:11]1[CH:16]=[CH:15][C:14]([O:17][CH2:36][CH3:37])=[C:13]([O:18][CH3:19])[C:12]=1[O:20][CH2:21][CH2:22][C:23]1[CH:24]=[CH:25][CH:26]=[CH:27][CH:28]=1)=[O:10], predict the reactants needed to synthesize it. The reactants are: [Cl:1][C:2]1[CH:3]=[N:4][CH:5]=[C:6]([Cl:29])[C:7]=1[CH2:8][C:9]([C:11]1[CH:16]=[CH:15][C:14]([OH:17])=[C:13]([O:18][CH3:19])[C:12]=1[O:20][CH2:21][CH2:22][C:23]1[CH:28]=[CH:27][CH:26]=[CH:25][CH:24]=1)=[O:10].C([O-])([O-])=O.[K+].[K+].[CH2:36](I)[CH3:37]. (4) Given the product [CH:30]1([O:29][C:10]2[CH:11]=[C:12]([CH:15]3[CH2:19][N:18]([C:20]4[CH:21]=[C:22]([CH:25]=[CH:26][CH:27]=4)[C:23]#[N:24])[C:17](=[O:28])[CH2:16]3)[CH:13]=[CH:14][C:9]=2[OH:8])[CH2:34][CH2:33][CH2:32][CH2:31]1, predict the reactants needed to synthesize it. The reactants are: C([O:8][C:9]1[CH:14]=[CH:13][C:12]([CH:15]2[CH2:19][N:18]([C:20]3[CH:21]=[C:22]([CH:25]=[CH:26][CH:27]=3)[C:23]#[N:24])[C:17](=[O:28])[CH2:16]2)=[CH:11][C:10]=1[O:29][CH:30]1[CH2:34][CH2:33][CH2:32][CH2:31]1)C1C=CC=CC=1. (5) Given the product [CH3:1][C:2]1([CH3:11])[CH2:7][CH:6]([OH:8])[CH2:5][C:4]([CH3:10])([CH3:9])[O:3]1, predict the reactants needed to synthesize it. The reactants are: [CH3:1][C:2]1([CH3:11])[CH2:7][C:6](=[O:8])[CH2:5][C:4]([CH3:10])([CH3:9])[O:3]1.[BH4-].[Na+]. (6) Given the product [C:1]([O:5][C:6]([N:8]1[CH2:13][CH2:12][N:11]([C:14]([O:16][C:17]([CH3:20])([CH3:19])[CH3:18])=[O:15])[CH2:10][C@@H:9]1[CH:21]([OH:28])[C:22]1[CH:23]=[CH:24][CH:25]=[CH:26][CH:27]=1)=[O:7])([CH3:2])([CH3:3])[CH3:4], predict the reactants needed to synthesize it. The reactants are: [C:1]([O:5][C:6]([N:8]1[CH2:13][CH2:12][N:11]([C:14]([O:16][C:17]([CH3:20])([CH3:19])[CH3:18])=[O:15])[CH2:10][C@@H:9]1[C:21](=[O:28])[C:22]1[CH:27]=[CH:26][CH:25]=[CH:24][CH:23]=1)=[O:7])([CH3:4])([CH3:3])[CH3:2].[BH4-].[Na+].